From a dataset of Full USPTO retrosynthesis dataset with 1.9M reactions from patents (1976-2016). Predict the reactants needed to synthesize the given product. (1) Given the product [NH2:25][C@@H:26]1[C@@H:27]([NH:34][C:7]([C:5]2[S:6][C:2]([Cl:1])=[C:3]([C:10]3[N:14]4[N:15]=[CH:16][CH:17]=[CH:18][C:13]4=[N:12][CH:11]=3)[N:4]=2)=[O:8])[C:28]([F:33])([F:32])[CH2:29][CH2:30][CH2:31]1, predict the reactants needed to synthesize it. The reactants are: [Cl:1][C:2]1[S:6][C:5]([C:7](Cl)=[O:8])=[N:4][C:3]=1[C:10]1[N:14]2[N:15]=[CH:16][CH:17]=[CH:18][C:13]2=[N:12][CH:11]=1.C(OC(=O)[NH:25][C@H:26]1[CH2:31][CH2:30][CH2:29][C:28]([F:33])([F:32])[C@@H:27]1[NH2:34])(C)(C)C. (2) Given the product [O:29]=[C:25]1[CH2:24][C:23]2[C:27](=[CH:28][C:20]([C:18]([C:17]3[CH:16]=[C:15]([NH:14][C:7]([C:3]4[S:4][CH:5]=[CH:6][C:2]=4[CH3:1])=[O:9])[CH:32]=[CH:31][CH:30]=3)=[O:19])=[CH:21][CH:22]=2)[NH:26]1, predict the reactants needed to synthesize it. The reactants are: [CH3:1][C:2]1[CH:6]=[CH:5][S:4][C:3]=1[C:7]([OH:9])=O.S(Cl)(Cl)=O.[NH2:14][C:15]1[CH:16]=[C:17]([CH:30]=[CH:31][CH:32]=1)[C:18]([C:20]1[CH:28]=[C:27]2[C:23]([CH2:24][C:25](=[O:29])[NH:26]2)=[CH:22][CH:21]=1)=[O:19]. (3) Given the product [C:52]([N:49]1[CH2:50][CH2:51][N:46]([CH2:45][CH2:44][NH:43][C:11]([C:13]2[C:17]([CH3:18])=[C:16](/[CH:19]=[C:20]3\[C:21](=[O:41])[NH:22][C:23]4[C:28]\3=[CH:27][C:26]([S:29]([CH2:32][C:33]3[C:34]([Cl:40])=[CH:35][CH:36]=[CH:37][C:38]=3[Cl:39])(=[O:31])=[O:30])=[CH:25][CH:24]=4)[NH:15][C:14]=2[CH3:42])=[O:12])[CH2:47][CH2:48]1)(=[O:54])[CH3:53], predict the reactants needed to synthesize it. The reactants are: N1C2C(=NC=CC=2)N(O[C:11]([C:13]2[C:17]([CH3:18])=[C:16](/[CH:19]=[C:20]3\[C:21](=[O:41])[NH:22][C:23]4[C:28]\3=[CH:27][C:26]([S:29]([CH2:32][C:33]3[C:38]([Cl:39])=[CH:37][CH:36]=[CH:35][C:34]=3[Cl:40])(=[O:31])=[O:30])=[CH:25][CH:24]=4)[NH:15][C:14]=2[CH3:42])=[O:12])N=1.[NH2:43][CH2:44][CH2:45][N:46]1[CH2:51][CH2:50][N:49]([C:52](=[O:54])[CH3:53])[CH2:48][CH2:47]1. (4) Given the product [C:12]([O:11][C:9]([NH:32][NH:31][C:26]1[CH:27]=[CH:28][CH:29]=[CH:30][C:25]=1[Cl:24])=[O:10])([CH3:13])([CH3:14])[CH3:15], predict the reactants needed to synthesize it. The reactants are: [C:9](O[C:9]([O:11][C:12]([CH3:15])([CH3:14])[CH3:13])=[O:10])([O:11][C:12]([CH3:15])([CH3:14])[CH3:13])=[O:10].C(N(CC)CC)C.Cl.[Cl:24][C:25]1[CH:30]=[CH:29][CH:28]=[CH:27][C:26]=1[NH:31][NH2:32]. (5) Given the product [Br:1][C:2]1[CH:3]=[C:4]([N:10]2[CH2:25][CH2:24][O:23][CH2:22][CH2:21]2)[CH:5]=[N:6][C:7]=1[O:8][CH3:9], predict the reactants needed to synthesize it. The reactants are: [Br:1][C:2]1[CH:3]=[C:4]([NH2:10])[CH:5]=[N:6][C:7]=1[O:8][CH3:9].CCN(C(C)C)C(C)C.Br[CH2:21][CH2:22][O:23][CH2:24][CH2:25]Br. (6) Given the product [CH3:23][N:12]([CH2:11][C:9]1[N:10]=[C:6]2[CH:5]=[CH:4][CH:3]=[C:2]([C:27]3[CH:28]=[CH:29][N:24]=[CH:25][CH:26]=3)[N:7]2[CH:8]=1)[CH:13]1[C:22]2[N:21]=[CH:20][CH:19]=[CH:18][C:17]=2[CH2:16][CH2:15][CH2:14]1, predict the reactants needed to synthesize it. The reactants are: Br[C:2]1[N:7]2[CH:8]=[C:9]([CH2:11][N:12]([CH3:23])[CH:13]3[C:22]4[N:21]=[CH:20][CH:19]=[CH:18][C:17]=4[CH2:16][CH2:15][CH2:14]3)[N:10]=[C:6]2[CH:5]=[CH:4][CH:3]=1.[N:24]1[CH:29]=[CH:28][C:27](B(O)O)=[CH:26][CH:25]=1. (7) Given the product [C:19]([O:5][CH2:6][C:7]1[CH:16]=[C:15]2[C:10]([CH2:11][CH2:12][C:13](=[O:17])[NH:14]2)=[CH:9][CH:8]=1)(=[O:20])[CH3:18], predict the reactants needed to synthesize it. The reactants are: C(Cl)(Cl)Cl.[OH:5][CH2:6][C:7]1[CH:16]=[C:15]2[C:10]([CH2:11][CH2:12][C:13](=[O:17])[NH:14]2)=[CH:9][CH:8]=1.[CH3:18][C:19](OC(C)=O)=[O:20].C([O-])(O)=O.[Na+].